Dataset: Full USPTO retrosynthesis dataset with 1.9M reactions from patents (1976-2016). Task: Predict the reactants needed to synthesize the given product. (1) Given the product [ClH:35].[ClH:39].[ClH:35].[Cl:35][C:32]1[C:31]([F:36])=[CH:30][C:29]([F:37])=[C:28]2[C:33]=1[CH:34]=[C:25]([C:23]1[C:22]([NH2:38])=[N:21][CH:20]=[C:19]([C:17]3[CH:16]=[N:15][N:14]([CH:11]4[CH2:10][CH2:9][NH:8][CH2:13][CH2:12]4)[CH:18]=3)[CH:24]=1)[N:26]=[CH:27]2, predict the reactants needed to synthesize it. The reactants are: C(OC([N:8]1[CH2:13][CH2:12][CH:11]([N:14]2[CH:18]=[C:17]([C:19]3[CH:20]=[N:21][C:22]([NH2:38])=[C:23]([C:25]4[N:26]=[CH:27][C:28]5[C:33]([CH:34]=4)=[C:32]([Cl:35])[C:31]([F:36])=[CH:30][C:29]=5[F:37])[CH:24]=3)[CH:16]=[N:15]2)[CH2:10][CH2:9]1)=O)(C)(C)C.[ClH:39]. (2) Given the product [F:1][CH:2]([CH2:21][O:22][C:23]1[CH:28]=[CH:27][CH:26]=[C:25]([C:29]([F:32])([F:31])[F:30])[CH:24]=1)[CH2:3][CH2:4][CH:5]1[CH:12]2[CH:8]([O:9][CH:10]([OH:13])[CH2:11]2)[CH2:7][CH:6]1[O:14][CH:15]1[CH2:20][CH2:19][CH2:18][CH2:17][O:16]1, predict the reactants needed to synthesize it. The reactants are: [F:1][CH:2]([CH2:21][O:22][C:23]1[CH:28]=[CH:27][CH:26]=[C:25]([C:29]([F:32])([F:31])[F:30])[CH:24]=1)[CH2:3][CH2:4][CH:5]1[CH:12]2[CH:8]([O:9][C:10](=[O:13])[CH2:11]2)[CH2:7][CH:6]1[O:14][CH:15]1[CH2:20][CH2:19][CH2:18][CH2:17][O:16]1.[H-].C([Al+]CC(C)C)C(C)C. (3) Given the product [F:1][C:2]1[CH:3]=[C:4]([CH:29]=[C:30]([F:32])[CH:31]=1)[CH2:5][C@H:6]1[C@@H:10]([C@@H:11]2[CH2:20][C:19]3[C:14](=[CH:15][CH:16]=[CH:17][CH:18]=3)[CH2:13][NH:12]2)[O:9][C:8](=[O:28])[NH:7]1, predict the reactants needed to synthesize it. The reactants are: [F:1][C:2]1[CH:3]=[C:4]([CH:29]=[C:30]([F:32])[CH:31]=1)[CH2:5][C@H:6]1[C@@H:10]([C@@H:11]2[CH2:20][C:19]3[C:14](=[CH:15][CH:16]=[CH:17][CH:18]=3)[CH2:13][N:12]2C(OC(C)(C)C)=O)[O:9][C:8](=[O:28])[NH:7]1.C(O)(C(F)(F)F)=O. (4) Given the product [Br:1][C:2]1[C:10]2[N:9]([CH2:19][CH2:20][CH:21]([CH3:23])[CH3:22])[C:8](=[O:11])[N:7]([CH2:10][CH2:2][CH:3]([CH3:13])[CH3:4])[C:6]=2[CH:5]=[C:4]([Br:12])[C:3]=1[C:13]([O:15][CH3:16])=[O:14], predict the reactants needed to synthesize it. The reactants are: [Br:1][C:2]1[C:10]2[NH:9][C:8](=[O:11])[NH:7][C:6]=2[CH:5]=[C:4]([Br:12])[C:3]=1[C:13]([O:15][CH3:16])=[O:14].[H-].[Na+].[CH2:19](Br)[CH2:20][CH:21]([CH3:23])[CH3:22].Cl. (5) Given the product [CH3:11][N:8]1[C:7]([CH2:12][N:13]2[CH2:14][CH2:15][CH:16]([N:19]3[CH2:24][CH2:23][O:22][CH2:21][CH2:20]3)[CH2:17][CH2:18]2)=[N:6][C:5]2[C:9]1=[N:10][C:2]([C:39]1[C:48]3[C:43](=[CH:44][CH:45]=[CH:46][CH:47]=3)[C:42]([NH2:49])=[N:41][CH:40]=1)=[N:3][C:4]=2[N:25]1[CH2:30][CH2:29][O:28][CH2:27][CH2:26]1, predict the reactants needed to synthesize it. The reactants are: Cl[C:2]1[N:10]=[C:9]2[C:5]([N:6]=[C:7]([CH2:12][N:13]3[CH2:18][CH2:17][CH:16]([N:19]4[CH2:24][CH2:23][O:22][CH2:21][CH2:20]4)[CH2:15][CH2:14]3)[N:8]2[CH3:11])=[C:4]([N:25]2[CH2:30][CH2:29][O:28][CH2:27][CH2:26]2)[N:3]=1.CC1(C)C(C)(C)OB([C:39]2[C:48]3[C:43](=[CH:44][CH:45]=[CH:46][CH:47]=3)[C:42]([NH2:49])=[N:41][CH:40]=2)O1.C([O-])([O-])=O.[Na+].[Na+]. (6) Given the product [Br:14][C:11]1[CH:12]=[CH:13][C:8]2[N:7]=[CH:6][N:5]([CH:3]3[CH2:4][N:1]([CH3:18])[CH2:2]3)[C:9]=2[CH:10]=1, predict the reactants needed to synthesize it. The reactants are: [NH:1]1[CH2:4][CH:3]([N:5]2[C:9]3[CH:10]=[C:11]([Br:14])[CH:12]=[CH:13][C:8]=3[N:7]=[CH:6]2)[CH2:2]1.C=O.[BH3-][C:18]#N.[Na+]. (7) Given the product [NH2:2][C:1]1[S:21][CH:10]=[N:9][C:3]=1[C:4]([O:6][CH2:7][CH3:8])=[O:5], predict the reactants needed to synthesize it. The reactants are: [C:1]([CH:3]([NH:9][CH:10]=O)[C:4]([O:6][CH2:7][CH3:8])=[O:5])#[N:2].COC1C=CC(P2(SP(C3C=CC(OC)=CC=3)(=S)S2)=[S:21])=CC=1.